Dataset: Forward reaction prediction with 1.9M reactions from USPTO patents (1976-2016). Task: Predict the product of the given reaction. (1) Given the reactants [CH3:1][O:2][C:3]1[N:8]=[N:7][C:6]([S:9](F)(=[O:11])=[O:10])=[CH:5][CH:4]=1.[CH3:13][NH:14][C:15]1[CH:20]=[CH:19][CH:18]=[CH:17][CH:16]=1, predict the reaction product. The product is: [CH3:13][N:14]([C:15]1[CH:20]=[CH:19][CH:18]=[CH:17][CH:16]=1)[S:9]([C:6]1[N:7]=[N:8][C:3]([O:2][CH3:1])=[CH:4][CH:5]=1)(=[O:11])=[O:10]. (2) Given the reactants [NH2:1][C@H:2]1[C:11]2[C:6](=[CH:7][CH:8]=[CH:9][CH:10]=2)[N:5]([C:12]([C:14]2[CH:24]=[CH:23][C:17]3[N:18]([CH3:22])[CH2:19][CH2:20][O:21][C:16]=3[CH:15]=2)=[O:13])[C@@H:4]([CH3:25])[CH2:3]1.[Cl:26][C:27]1[CH:32]=[CH:31][C:30](B(O)O)=[CH:29][CH:28]=1.C(N(CC)CC)C.[C:43](OCC)(=[O:45])[CH3:44], predict the reaction product. The product is: [Cl:26][C:27]1[CH:32]=[CH:31][C:30]([N:1]([C@H:2]2[C:11]3[C:6](=[CH:7][CH:8]=[CH:9][CH:10]=3)[N:5]([C:12]([C:14]3[CH:24]=[CH:23][C:17]4[N:18]([CH3:22])[CH2:19][CH2:20][O:21][C:16]=4[CH:15]=3)=[O:13])[C@@H:4]([CH3:25])[CH2:3]2)[C:43](=[O:45])[CH3:44])=[CH:29][CH:28]=1. (3) Given the reactants [C:1]([NH:4][C:5]1[CH:13]=[CH:12][C:8]([C:9]([OH:11])=O)=[CH:7][CH:6]=1)(=[O:3])[CH3:2].CN(C=O)C.C(Cl)(=O)C(Cl)=O.[NH2:25][C:26]1[S:30][C:29]([NH:31][C:32]2[C:41]3[C:36](=[CH:37][CH:38]=[CH:39][CH:40]=3)[CH:35]=[CH:34][CH:33]=2)=[N:28][C:27]=1[C:42]([NH2:44])=[O:43], predict the reaction product. The product is: [C:1]([NH:4][C:5]1[CH:6]=[CH:7][C:8]([C:9]([NH:25][C:26]2[S:30][C:29]([NH:31][C:32]3[C:41]4[C:36](=[CH:37][CH:38]=[CH:39][CH:40]=4)[CH:35]=[CH:34][CH:33]=3)=[N:28][C:27]=2[C:42]([NH2:44])=[O:43])=[O:11])=[CH:12][CH:13]=1)(=[O:3])[CH3:2]. (4) Given the reactants [CH2:1]([C@H:8]([NH:11][C:12]1[CH:17]=[CH:16][NH:15][C:14](=[O:18])[C:13]=1[C:19]1[NH:23][C:22]2[CH:24]=[C:25]([Br:29])[CH:26]=[C:27]([CH3:28])[C:21]=2[N:20]=1)[CH2:9][OH:10])[C:2]1[CH:7]=[CH:6][CH:5]=[CH:4][CH:3]=1.C([O-])([O-])=O.[Cs+].[Cs+].[C:36]1([C:42](Cl)([C:49]2[CH:54]=[CH:53][CH:52]=[CH:51][CH:50]=2)[C:43]2[CH:48]=[CH:47][CH:46]=[CH:45][CH:44]=2)[CH:41]=[CH:40][CH:39]=[CH:38][CH:37]=1, predict the reaction product. The product is: [CH2:1]([C@H:8]([NH:11][C:12]1[CH:17]=[CH:16][NH:15][C:14](=[O:18])[C:13]=1[C:19]1[NH:23][C:22]2[CH:24]=[C:25]([Br:29])[CH:26]=[C:27]([CH3:28])[C:21]=2[N:20]=1)[CH2:9][O:10][C:42]([C:36]1[CH:41]=[CH:40][CH:39]=[CH:38][CH:37]=1)([C:49]1[CH:50]=[CH:51][CH:52]=[CH:53][CH:54]=1)[C:43]1[CH:44]=[CH:45][CH:46]=[CH:47][CH:48]=1)[C:2]1[CH:3]=[CH:4][CH:5]=[CH:6][CH:7]=1. (5) The product is: [Cl:31][C:25]1[CH:24]=[C:23]([C:20]2[CH:21]=[CH:22][N:18]([CH2:17][C@@H:16]([NH:15][C:12]([C:10]3[N:11]=[C:7]([C:4]4[CH:3]=[CH:2][N:1]=[CH:6][CH:5]=4)[S:8][CH:9]=3)=[O:14])[CH3:32])[N:19]=2)[CH:30]=[CH:29][C:26]=1[C:27]#[N:28]. Given the reactants [N:1]1[CH:6]=[CH:5][C:4]([C:7]2[S:8][CH:9]=[C:10]([C:12]([OH:14])=O)[N:11]=2)=[CH:3][CH:2]=1.[NH2:15][C@@H:16]([CH3:32])[CH2:17][N:18]1[CH:22]=[CH:21][C:20]([C:23]2[CH:30]=[CH:29][C:26]([C:27]#[N:28])=[C:25]([Cl:31])[CH:24]=2)=[N:19]1, predict the reaction product. (6) Given the reactants [N+](=[C:3]([C:8]1[CH:17]=[CH:16][C:11]2[O:12][CH2:13][CH2:14][O:15][C:10]=2[CH:9]=1)[C:4]([O:6][CH3:7])=[O:5])=[N-].[CH3:18][O:19][C:20]1[O:21][CH:22]=[CH:23][CH:24]=1, predict the reaction product. The product is: [O:12]1[CH2:13][CH2:14][O:15][C:10]2[CH:9]=[C:8](/[C:3](=[CH:22]\[CH:23]=[CH:24]/[C:20]([O:19][CH3:18])=[O:21])/[C:4]([O:6][CH3:7])=[O:5])[CH:17]=[CH:16][C:11]1=2.